This data is from Peptide-MHC class I binding affinity with 185,985 pairs from IEDB/IMGT. The task is: Regression. Given a peptide amino acid sequence and an MHC pseudo amino acid sequence, predict their binding affinity value. This is MHC class I binding data. (1) The peptide sequence is KRKRLIHLL. The MHC is Mamu-B08 with pseudo-sequence Mamu-B08. The binding affinity (normalized) is 0.754. (2) The peptide sequence is EAVEDSRFWG. The MHC is HLA-B58:01 with pseudo-sequence HLA-B58:01. The binding affinity (normalized) is 0.107. (3) The peptide sequence is ITKEKKEEL. The MHC is HLA-B40:01 with pseudo-sequence HLA-B40:01. The binding affinity (normalized) is 0.0847. (4) The peptide sequence is KRRRTPKKA. The MHC is HLA-B27:05 with pseudo-sequence HLA-B27:05. The binding affinity (normalized) is 0.181. (5) The peptide sequence is KTLDFKSKKV. The MHC is HLA-A02:01 with pseudo-sequence HLA-A02:01. The binding affinity (normalized) is 0. (6) The peptide sequence is TIAGVAGLI. The MHC is HLA-B15:01 with pseudo-sequence HLA-B15:01. The binding affinity (normalized) is 0. (7) The peptide sequence is LDKGKLWHL. The MHC is HLA-B15:09 with pseudo-sequence HLA-B15:09. The binding affinity (normalized) is 0.0847.